Predict the product of the given reaction. From a dataset of Forward reaction prediction with 1.9M reactions from USPTO patents (1976-2016). (1) Given the reactants [Cl:1][C:2]1[N:3]=[C:4]([Cl:11])[C:5]2[CH:10]=[CH:9][NH:8][C:6]=2[N:7]=1.[C:12]1([CH3:22])[CH:17]=[CH:16][C:15]([S:18](Cl)(=[O:20])=[O:19])=[CH:14][CH:13]=1.C(N(CC)CC)C.CN(C1C=CC=CN=1)C, predict the reaction product. The product is: [Cl:1][C:2]1[N:3]=[C:4]([Cl:11])[C:5]2[CH:10]=[CH:9][N:8]([S:18]([C:15]3[CH:16]=[CH:17][C:12]([CH3:22])=[CH:13][CH:14]=3)(=[O:20])=[O:19])[C:6]=2[N:7]=1. (2) Given the reactants C([NH:5][S:6]([C:9]1[S:10][C:11]([C:14]2[CH:19]=[CH:18][CH:17]=[C:16]([C:20]3[N:25]=[C:24]([CH3:26])[CH:23]=[C:22]([C:27]4[CH:32]=[CH:31][C:30]([Cl:33])=[C:29]([Cl:34])[CH:28]=4)[N:21]=3)[CH:15]=2)=[CH:12][CH:13]=1)(=[O:8])=[O:7])(C)(C)C.C(O)(C(F)(F)F)=O, predict the reaction product. The product is: [Cl:34][C:29]1[CH:28]=[C:27]([C:22]2[CH:23]=[C:24]([CH3:26])[N:25]=[C:20]([C:16]3[CH:15]=[C:14]([C:11]4[S:10][C:9]([S:6]([NH2:5])(=[O:8])=[O:7])=[CH:13][CH:12]=4)[CH:19]=[CH:18][CH:17]=3)[N:21]=2)[CH:32]=[CH:31][C:30]=1[Cl:33]. (3) The product is: [F:1][C:2]1[CH:3]=[C:4]([C:9]2[CH:14]=[CH:13][C:12]([C:15]3[C:24]4[C:19](=[CH:20][C:21]([S:25]([NH:49][C:47]5[CH:46]=[CH:45][N:44]=[C:43]([CH3:42])[N:48]=5)(=[O:27])=[O:26])=[CH:22][CH:23]=4)[CH:18]=[CH:17][N:16]=3)=[C:11]([O:40][CH3:41])[CH:10]=2)[CH:5]=[C:6]([F:8])[CH:7]=1. Given the reactants [F:1][C:2]1[CH:3]=[C:4]([C:9]2[CH:14]=[CH:13][C:12]([C:15]3[C:24]4[C:19](=[CH:20][C:21]([S:25](OC5C(F)=C(F)C(F)=C(F)C=5F)(=[O:27])=[O:26])=[CH:22][CH:23]=4)[CH:18]=[CH:17][N:16]=3)=[C:11]([O:40][CH3:41])[CH:10]=2)[CH:5]=[C:6]([F:8])[CH:7]=1.[CH3:42][C:43]1[N:48]=[C:47]([NH2:49])[CH:46]=[CH:45][N:44]=1.C[Si]([N-][Si](C)(C)C)(C)C.[Li+], predict the reaction product. (4) Given the reactants CON(C)[C:4]([CH2:6][C:7]1[N:8]=[CH:9][C:10]2[C:15]([CH:16]=1)=[CH:14][CH:13]=[CH:12][CH:11]=2)=O.[C:18]1([Mg]Br)C=[CH:22][CH:21]=[CH:20][CH:19]=1.[OH2:26], predict the reaction product. The product is: [C:6]([C:7]1[N:8]=[CH:9][C:10]2[C:15]([CH:16]=1)=[CH:14][CH:13]=[CH:12][CH:11]=2)(=[O:26])[C:4]1[CH:22]=[CH:21][CH:20]=[CH:19][CH:18]=1. (5) Given the reactants [Cl:1][C:2]1[C:3]([N+:11]([O-])=O)=[C:4]2[C:8](=[CH:9][CH:10]=1)[NH:7][N:6]=[CH:5]2, predict the reaction product. The product is: [Cl:1][C:2]1[C:3]([NH2:11])=[C:4]2[C:8](=[CH:9][CH:10]=1)[NH:7][N:6]=[CH:5]2. (6) Given the reactants [Cl-].[NH4+].[N+:3]([C:6]1[CH:11]=[CH:10][C:9]([N:12]2[C:16]([C:17]([F:20])([F:19])[F:18])=[CH:15][C:14]([C:21]([F:24])([F:23])[F:22])=[N:13]2)=[CH:8][CH:7]=1)([O-])=[O:4], predict the reaction product. The product is: [OH:4][NH:3][C:6]1[CH:7]=[CH:8][C:9]([N:12]2[C:16]([C:17]([F:18])([F:19])[F:20])=[CH:15][C:14]([C:21]([F:24])([F:22])[F:23])=[N:13]2)=[CH:10][CH:11]=1. (7) Given the reactants N[C:2]1[N:3]=[N:4][C:5]([C:8]2[S:9][C:10]([C:13]#[N:14])=[CH:11][N:12]=2)=[CH:6][N:7]=1.N(OCCC(C)C)=O.C(Br)(Br)[Br:24], predict the reaction product. The product is: [Br:24][C:2]1[N:3]=[N:4][C:5]([C:8]2[S:9][C:10]([C:13]#[N:14])=[CH:11][N:12]=2)=[CH:6][N:7]=1.